Task: Regression. Given two drug SMILES strings and cell line genomic features, predict the synergy score measuring deviation from expected non-interaction effect.. Dataset: NCI-60 drug combinations with 297,098 pairs across 59 cell lines (1) Drug 1: CC1=C2C(C(=O)C3(C(CC4C(C3C(C(C2(C)C)(CC1OC(=O)C(C(C5=CC=CC=C5)NC(=O)OC(C)(C)C)O)O)OC(=O)C6=CC=CC=C6)(CO4)OC(=O)C)O)C)O. Drug 2: CNC(=O)C1=NC=CC(=C1)OC2=CC=C(C=C2)NC(=O)NC3=CC(=C(C=C3)Cl)C(F)(F)F. Cell line: 786-0. Synergy scores: CSS=5.58, Synergy_ZIP=9.50, Synergy_Bliss=12.7, Synergy_Loewe=9.23, Synergy_HSA=10.4. (2) Drug 1: CN1CCC(CC1)COC2=C(C=C3C(=C2)N=CN=C3NC4=C(C=C(C=C4)Br)F)OC. Drug 2: CN1C(=O)N2C=NC(=C2N=N1)C(=O)N. Cell line: NCI-H460. Synergy scores: CSS=4.01, Synergy_ZIP=2.45, Synergy_Bliss=-2.91, Synergy_Loewe=1.69, Synergy_HSA=-0.442.